Dataset: Cav3 T-type calcium channel HTS with 100,875 compounds. Task: Binary Classification. Given a drug SMILES string, predict its activity (active/inactive) in a high-throughput screening assay against a specified biological target. (1) The compound is O(c1c(N2CCN(CC2)CC(=O)Nc2c3c([nH]c2C(OC)=O)cc(cc3)C)cccc1)C. The result is 0 (inactive). (2) The drug is o1c(nc(c1NC(C)C)C#N)Cc1c2c(ccc1)cccc2. The result is 0 (inactive). (3) The drug is N(CCCNc1ccccc1)c1ccccc1. The result is 0 (inactive).